This data is from Forward reaction prediction with 1.9M reactions from USPTO patents (1976-2016). The task is: Predict the product of the given reaction. (1) Given the reactants [CH:1]([C@@H:14]1[CH2:20][C@@H:19]2[C@@H:17]([O:18]2)[CH2:16][O:15]1)([C:8]1[CH:13]=[CH:12][CH:11]=[CH:10][CH:9]=1)[C:2]1[CH:7]=[CH:6][CH:5]=[CH:4][CH:3]=1.[F:21][C:22]1[CH:27]=[CH:26][C:25]([CH2:28][CH2:29][NH2:30])=[CH:24][CH:23]=1, predict the reaction product. The product is: [CH:1]([C@@H:14]1[CH2:20][C@@H:19]([OH:18])[C@H:17]([NH:30][CH2:29][CH2:28][C:25]2[CH:26]=[CH:27][C:22]([F:21])=[CH:23][CH:24]=2)[CH2:16][O:15]1)([C:8]1[CH:9]=[CH:10][CH:11]=[CH:12][CH:13]=1)[C:2]1[CH:3]=[CH:4][CH:5]=[CH:6][CH:7]=1. (2) Given the reactants [CH3:1][O:2][CH2:3][CH2:4][N:5]1[CH2:13][C:12]2[C:7](=[CH:8][CH:9]=[C:10]([NH2:14])[CH:11]=2)[CH2:6]1.COCCN1CC[C@H](N(C)C2C=CC(N[C:32]3[N:33]=[C:34]([O:41][C:42]4[CH:47]=[CH:46][CH:45]=[C:44]([N+:48]([O-])=O)[CH:43]=4)[C:35]4C=CN[C:36]=4[N:37]=3)=CC=2)C1.[C:52]([O-:55])([O-])=O.[K+].[K+].C1(P([CH:86]2[CH2:91]CCCC2)C2C=CC=CC=2C2C(C(C)C)=CC(C(C)C)=CC=2C(C)C)CCCCC1.[CH3:92][OH:93], predict the reaction product. The product is: [CH3:92][O:93][C:35]1[C:34]([O:41][C:42]2[CH:43]=[C:44]([NH:48][C:52](=[O:55])[CH:91]=[CH2:86])[CH:45]=[CH:46][CH:47]=2)=[N:33][C:32]([NH:14][C:10]2[CH:11]=[C:12]3[C:7](=[CH:8][CH:9]=2)[CH2:6][N:5]([CH2:4][CH2:3][O:2][CH3:1])[CH2:13]3)=[N:37][CH:36]=1. (3) Given the reactants [NH2:1][N:2]1[CH:6]=[N:5][N:4]=[CH:3]1.[F:7][C:8]([F:13])([F:12])[C:9]([OH:11])=[O:10], predict the reaction product. The product is: [O-:11][C:9]([C:8]([F:13])([F:12])[F:7])=[O:10].[NH2:1][N:2]1[CH:6]=[NH+:5][N:4]=[CH:3]1. (4) Given the reactants FC(F)(F)C(O)=O.[Cl:8][C:9]1[CH:10]=[C:11](/[CH:29]=[CH:30]/[C:31]([O:33]C(C)(C)C)=[O:32])[CH:12]=[CH:13][C:14]=1[C:15](=[C:23]1[CH2:28][CH2:27][CH2:26][CH2:25][CH2:24]1)[C:16]1[CH:21]=[CH:20][C:19]([OH:22])=[CH:18][CH:17]=1, predict the reaction product. The product is: [Cl:8][C:9]1[CH:10]=[C:11](/[CH:29]=[CH:30]/[C:31]([OH:33])=[O:32])[CH:12]=[CH:13][C:14]=1[C:15](=[C:23]1[CH2:28][CH2:27][CH2:26][CH2:25][CH2:24]1)[C:16]1[CH:21]=[CH:20][C:19]([OH:22])=[CH:18][CH:17]=1. (5) Given the reactants [NH2:1][CH2:2][CH2:3][CH2:4][C@H:5]([NH:9][C:10]([C:12]1[C:13](=[O:26])[N:14]([CH2:18][C:19]2[CH:24]=[CH:23][CH:22]=[CH:21][C:20]=2[Cl:25])[CH:15]=[CH:16][CH:17]=1)=[O:11])[C:6]([OH:8])=[O:7].[C:27]([OH:33])([C:29]([F:32])([F:31])[F:30])=[O:28].C(O)C.Cl.[C:38](=[NH:43])(OCC)[CH3:39], predict the reaction product. The product is: [Cl:25][C:20]1[CH:21]=[CH:22][CH:23]=[CH:24][C:19]=1[CH2:18][N:14]1[CH:15]=[CH:16][CH:17]=[C:12]([C:10]([NH:9][C@@H:5]([CH2:4][CH2:3][CH2:2][NH:1][C:38](=[NH:43])[CH3:39])[C:6]([OH:8])=[O:7])=[O:11])[C:13]1=[O:26].[C:27]([OH:33])([C:29]([F:32])([F:31])[F:30])=[O:28].